From a dataset of Reaction yield outcomes from USPTO patents with 853,638 reactions. Predict the reaction yield, written as a fraction of the theoretical maximum amount of product (1.0 means a 100% yield; for example, 0.34 means a 34% yield). (1) The reactants are [Br:1][C:2]1[CH:7]=[CH:6][C:5](Br)=[CH:4][N:3]=1.C([Li])CCC.CN(C)[CH:16]=[O:17]. The catalyst is C(OCC)C. The product is [Br:1][C:2]1[N:3]=[CH:4][C:5]([CH:16]=[O:17])=[CH:6][CH:7]=1. The yield is 0.410. (2) The reactants are [CH2:1]([OH:4])[C:2]#[CH:3].[CH2:5]([O:12][C:13](=[O:21])[N:14]([CH2:18][C:19]#[CH:20])[CH2:15][C:16]#[CH:17])[C:6]1[CH:11]=[CH:10][CH:9]=[CH:8][CH:7]=1.C(Cl)Cl. The catalyst is C1(C)C=CC=CC=1. The product is [CH2:5]([O:12][C:13]([N:14]1[CH2:18][C:19]2[C:16](=[CH:17][CH:3]=[C:2]([CH2:1][OH:4])[CH:20]=2)[CH2:15]1)=[O:21])[C:6]1[CH:11]=[CH:10][CH:9]=[CH:8][CH:7]=1. The yield is 1.13. (3) The reactants are [Br:1][C:2]1[CH:3]=[CH:4][C:5](O)=[C:6]([C:8]2[CH:17]=[CH:16][C:15]3[C:10](=[CH:11][CH:12]=[C:13]([C:18]4[N:22]([CH:23]5[CH2:28][CH2:27][CH2:26][CH2:25][CH2:24]5)[C:21]5[CH:29]=[CH:30][C:31]([C:33](O)=[O:34])=[CH:32][C:20]=5[N:19]=4)[CH:14]=3)[N:9]=2)[CH:7]=1.C(C1C=CC([NH:46]C(=O)C)=C(Br)C=1)(=O)C.[OH-:51].[K+]. The catalyst is C(O)C. The product is [NH2:46][C:3]1[CH:4]=[CH:5][C:6]([C:8]2[CH:17]=[CH:16][C:15]3[C:10](=[CH:11][CH:12]=[C:13]([C:18]4[N:22]([CH:23]5[CH2:28][CH2:27][CH2:26][CH2:25][CH2:24]5)[C:21]5[CH:29]=[CH:30][C:31]([C:33]([OH:34])=[O:51])=[CH:32][C:20]=5[N:19]=4)[CH:14]=3)[N:9]=2)=[CH:7][C:2]=1[Br:1]. The yield is 0.150. (4) The reactants are [C:1]([N:4]1[CH2:10][CH2:9][C:8]2[CH:11]=[CH:12][CH:13]=[CH:14][C:7]=2[CH2:6][CH2:5]1)(=[O:3])[CH3:2].[Cl:15][S:16](O)(=[O:18])=[O:17]. The catalyst is ClCCl. The product is [C:1]([N:4]1[CH2:10][CH2:9][C:8]2[CH:11]=[CH:12][C:13]([S:16]([Cl:15])(=[O:18])=[O:17])=[CH:14][C:7]=2[CH2:6][CH2:5]1)(=[O:3])[CH3:2]. The yield is 0.450. (5) The reactants are [F:1][CH:2]([F:22])[C:3]1[NH:7][C:6]2[C:8]([C:18]([O:20][CH3:21])=[O:19])=[CH:9][C:10]([N:12]3[CH2:17][CH2:16][O:15][CH2:14][CH2:13]3)=[CH:11][C:5]=2[N:4]=1.C([O-])([O-])=O.[K+].[K+].Br[CH2:30][C:31]1[C:40]2[C:35](=[CH:36][CH:37]=[CH:38][CH:39]=2)[CH:34]=[CH:33][CH:32]=1. The catalyst is CN(C=O)C. The product is [F:22][CH:2]([F:1])[C:3]1[N:4]([CH2:30][C:31]2[C:40]3[C:35](=[CH:36][CH:37]=[CH:38][CH:39]=3)[CH:34]=[CH:33][CH:32]=2)[C:5]2[CH:11]=[C:10]([N:12]3[CH2:17][CH2:16][O:15][CH2:14][CH2:13]3)[CH:9]=[C:8]([C:18]([O:20][CH3:21])=[O:19])[C:6]=2[N:7]=1. The yield is 0.980. (6) The reactants are [F:1][C:2]1[CH:7]=[C:6]([N+:8]([O-:10])=[O:9])[CH:5]=[CH:4][C:3]=1[NH2:11].[Br:12]Br.C([O-])(O)=O.[Na+]. The catalyst is CC(O)=O. The product is [Br:12][C:4]1[CH:5]=[C:6]([N+:8]([O-:10])=[O:9])[CH:7]=[C:2]([F:1])[C:3]=1[NH2:11]. The yield is 0.970. (7) The reactants are [NH2:1][C@@H:2]([CH2:13][CH:14]1[CH2:19][CH2:18][CH2:17][CH2:16][CH2:15]1)[CH2:3][N:4]([CH3:12])[C:5](=[O:11])[O:6][C:7]([CH3:10])([CH3:9])[CH3:8].C1N=CN([C:25]([N:27]2[CH:31]=N[CH:29]=[CH:28]2)=[O:26])C=1.CCN(C(C)C)C(C)C.[F:41][C:42]1[CH:43]=[C:44]([C@@H:48]([C@@H:57]2CCCN[CH2:58]2)[O:49][CH2:50][CH2:51][NH:52][C:53](=[O:56])[O:54][CH3:55])[CH:45]=[CH:46][CH:47]=1. The catalyst is C(Cl)Cl. The product is [CH:14]1([CH2:13][C@H:2]([NH:1][C:25]([N:27]2[CH2:28][CH2:29][CH2:58][C@@H:57]([C@H:48]([C:44]3[CH:45]=[CH:46][CH:47]=[C:42]([F:41])[CH:43]=3)[O:49][CH2:50][CH2:51][NH:52][C:53](=[O:56])[O:54][CH3:55])[CH2:31]2)=[O:26])[CH2:3][N:4]([CH3:12])[C:5]([O:6][C:7]([CH3:9])([CH3:10])[CH3:8])=[O:11])[CH2:15][CH2:16][CH2:17][CH2:18][CH2:19]1. The yield is 0.520. (8) The reactants are C[O:2][C:3](=[O:44])[CH2:4][C@H:5]([OH:43])[CH2:6][C@H:7]([OH:42])[CH2:8][CH2:9][C:10]1[N:11]([CH:39]([CH3:41])[CH3:40])[C:12]([C:28](=[O:38])[NH:29][C:30]2[CH:35]=[CH:34][CH:33]=[C:32]([C:36]#[N:37])[CH:31]=2)=[C:13]([C:22]2[CH:27]=[CH:26][CH:25]=[CH:24][CH:23]=2)[C:14]=1[C:15]1[CH:20]=[CH:19][C:18]([F:21])=[CH:17][CH:16]=1.C(O)C.O.[OH-].[Na+:50]. The yield is 1.00. The product is [Na+:50].[C:36]([C:32]1[CH:31]=[C:30]([NH:29][C:28]([C:12]2[N:11]([CH:39]([CH3:40])[CH3:41])[C:10]([CH2:9][CH2:8][C@@H:7]([OH:42])[CH2:6][C@@H:5]([OH:43])[CH2:4][C:3]([O-:44])=[O:2])=[C:14]([C:15]3[CH:20]=[CH:19][C:18]([F:21])=[CH:17][CH:16]=3)[C:13]=2[C:22]2[CH:27]=[CH:26][CH:25]=[CH:24][CH:23]=2)=[O:38])[CH:35]=[CH:34][CH:33]=1)#[N:37]. The catalyst is CO.C(Cl)Cl.